This data is from Reaction yield outcomes from USPTO patents with 853,638 reactions. The task is: Predict the reaction yield, written as a fraction of the theoretical maximum amount of product (1.0 means a 100% yield; for example, 0.34 means a 34% yield). (1) The product is [OH:1][CH2:2][C@@H:3]1[CH2:4][C@H:5]2[C@H:6]([O:17]2)[C@@H:7]1[OH:8]. The reactants are [OH:1][CH2:2][C@H:3]1[C@@H:7]([OH:8])[CH:6]=[CH:5][CH2:4]1.ClC1C=CC=C(C(OO)=[O:17])C=1. The yield is 0.760. The catalyst is C(Cl)Cl. (2) The reactants are [Cl:1][C:2]1[CH:7]=[CH:6][CH:5]=[CH:4][C:3]=1[C:8]1[C:9]([C:20]([O:22]C)=[O:21])=[N:10][N:11]([C:13]2[CH:18]=[CH:17][N:16]=[C:15]([Cl:19])[CH:14]=2)[CH:12]=1.[OH-].[Na+].C1COCC1. The catalyst is O. The product is [Cl:1][C:2]1[CH:7]=[CH:6][CH:5]=[CH:4][C:3]=1[C:8]1[C:9]([C:20]([OH:22])=[O:21])=[N:10][N:11]([C:13]2[CH:18]=[CH:17][N:16]=[C:15]([Cl:19])[CH:14]=2)[CH:12]=1. The yield is 0.900. (3) The reactants are [CH2:1]([C@@H:3]1[CH2:8][C@H:7]2[CH2:9][C@@H:4]1[C:5](=[O:10])[O:6]2)[CH3:2].[NH:11]([C:13]1[N:14]=[C:15]2[CH:21]=[CH:20][N:19]([S:22]([C:25]3[CH:31]=[CH:30][C:28]([CH3:29])=[CH:27][CH:26]=3)(=[O:24])=[O:23])[C:16]2=[N:17][CH:18]=1)[NH2:12].C[Al](C)C.Cl. The catalyst is O1CCOCC1. The product is [CH2:1]([C@@H:3]1[CH2:8][C@H:7]([OH:6])[CH2:9][C@@H:4]1[C:5]([NH:12][NH:11][C:13]1[N:14]=[C:15]2[CH:21]=[CH:20][N:19]([S:22]([C:25]3[CH:31]=[CH:30][C:28]([CH3:29])=[CH:27][CH:26]=3)(=[O:24])=[O:23])[C:16]2=[N:17][CH:18]=1)=[O:10])[CH3:2]. The yield is 0.530. (4) The catalyst is C(OCC)(=O)C. The yield is 0.870. The product is [CH3:43][Si:15]([CH3:14])([CH3:42])[CH2:16][CH2:17][O:18][C:19](=[O:41])[C:20]1[CH:58]=[CH:59][C:60]([NH:61][C:9]([C:8]2[CH:7]=[N:6][CH:5]=[CH:4][C:3]=2[C:2]([F:1])([F:13])[F:12])=[O:11])=[CH:67][C:50]=1[C:49]1[CH:52]=[CH:53][CH:54]=[CH:55][CH:48]=1. The reactants are [F:1][C:2]([F:13])([F:12])[C:3]1[C:8]([C:9]([OH:11])=O)=[CH:7][N:6]=[CH:5][CH:4]=1.[CH3:14][Si:15]([CH3:43])([CH3:42])[CH2:16][CH2:17][O:18][C:19](=[O:41])[C@H:20](CCSC)NC(=O)C1C=CC(N)=CC=1C1C=CC=CC=1.ON1[C:50](=O)[C:49]2[CH:52]=[CH:53][CH:54]=[CH:55][C:48]=2N=N1.CN(C)[CH2:58][CH2:59][CH2:60][N:61]=C=NCC.[CH3:67]N(C=O)C. (5) The reactants are [S:1]([OH:11])(=[O:10])([C:3]1[CH:8]=[CH:7][C:6]([NH2:9])=[CH:5][CH:4]=1)=[O:2].[N:12]([O-])=O.[Na+].[F:16][C:17]1[CH:22]=[CH:21][CH:20]=[C:19]([F:23])[C:18]=1[OH:24].[OH-].[K+]. The catalyst is O.Cl.O1CCOCC1. The product is [F:16][C:17]1[CH:22]=[C:21]([N:12]=[N:9][C:6]2[CH:5]=[CH:4][C:3]([S:1]([OH:11])(=[O:10])=[O:2])=[CH:8][CH:7]=2)[CH:20]=[C:19]([F:23])[C:18]=1[OH:24]. The yield is 0.790. (6) The reactants are [CH2:1]([C:3]1[S:7][C:6]([C:8]([OH:10])=O)=[CH:5][C:4]=1[C:11]1[N:15]([CH3:16])[N:14]=[CH:13][CH:12]=1)[CH3:2].[NH2:17][C@@H:18]([CH2:31][C:32]1[CH:37]=[CH:36][CH:35]=[CH:34][C:33]=1[C:38]([F:41])([F:40])[F:39])[CH2:19][N:20]1[C:28](=[O:29])[C:27]2[C:22](=[CH:23][CH:24]=[CH:25][CH:26]=2)[C:21]1=[O:30].C(N(C(C)C)CC)(C)C.F[P-](F)(F)(F)(F)F.Br[P+](N1CCCC1)(N1CCCC1)N1CCCC1. The catalyst is C(Cl)Cl. The product is [O:29]=[C:28]1[C:27]2[C:22](=[CH:23][CH:24]=[CH:25][CH:26]=2)[C:21](=[O:30])[N:20]1[CH2:19][C@@H:18]([NH:17][C:8]([C:6]1[S:7][C:3]([CH2:1][CH3:2])=[C:4]([C:11]2[N:15]([CH3:16])[N:14]=[CH:13][CH:12]=2)[CH:5]=1)=[O:10])[CH2:31][C:32]1[CH:37]=[CH:36][CH:35]=[CH:34][C:33]=1[C:38]([F:40])([F:39])[F:41]. The yield is 0.716. (7) The reactants are [NH2:1][C:2]1([CH2:14][F:15])[CH2:6][CH2:5][N:4]([C:7]([O:9][C:10]([CH3:13])([CH3:12])[CH3:11])=[O:8])[CH2:3]1.[F:16][C:17]([F:32])([F:31])[C:18]1[CH:19]=[C:20]([CH:28]=[CH:29][CH:30]=1)[C:21]([NH:23][CH2:24][C:25](O)=[O:26])=[O:22].CN([P+](ON1N=NC2C=CC=CC1=2)(N(C)C)N(C)C)C.F[P-](F)(F)(F)(F)F.C(N(CC)CC)C. The product is [F:15][CH2:14][C:2]1([NH:1][C:25](=[O:26])[CH2:24][NH:23][C:21](=[O:22])[C:20]2[CH:28]=[CH:29][CH:30]=[C:18]([C:17]([F:16])([F:32])[F:31])[CH:19]=2)[CH2:6][CH2:5][N:4]([C:7]([O:9][C:10]([CH3:11])([CH3:12])[CH3:13])=[O:8])[CH2:3]1. The catalyst is CN(C=O)C.C(OCC)(=O)C.CCCCCC. The yield is 0.840.